Task: Predict which catalyst facilitates the given reaction.. Dataset: Catalyst prediction with 721,799 reactions and 888 catalyst types from USPTO Reactant: [Br:1][C:2]1[N:3]=[C:4]([C@H:12]2[CH2:17][CH2:16][C@H:15]([N:18]3[CH2:23][CH2:22][N:21](C(=O)C)[CH2:20][CH2:19]3)[CH2:14][CH2:13]2)[N:5]2[CH:10]=[CH:9][N:8]=[C:7]([CH3:11])[C:6]=12.[ClH:27]. Product: [ClH:27].[Br:1][C:2]1[N:3]=[C:4]([C@H:12]2[CH2:13][CH2:14][C@H:15]([N:18]3[CH2:23][CH2:22][NH:21][CH2:20][CH2:19]3)[CH2:16][CH2:17]2)[N:5]2[CH:10]=[CH:9][N:8]=[C:7]([CH3:11])[C:6]=12. The catalyst class is: 8.